From a dataset of Reaction yield outcomes from USPTO patents with 853,638 reactions. Predict the reaction yield, written as a fraction of the theoretical maximum amount of product (1.0 means a 100% yield; for example, 0.34 means a 34% yield). The reactants are [CH3:1][O:2][C:3]1[CH:4]=[C:5]2[C:10](=[CH:11][C:12]=1[O:13][CH3:14])[N:9]=[CH:8][CH:7]=[C:6]2[O:15][C:16]1[CH:22]=[CH:21][C:19]([NH2:20])=[CH:18][CH:17]=1.C(N(CC)CC)C.ClC(Cl)(O[C:34](=[O:40])OC(Cl)(Cl)Cl)Cl.[C:42]1([C@@H:48]([NH2:51])[CH2:49][CH3:50])[CH:47]=[CH:46][CH:45]=[CH:44][CH:43]=1. The catalyst is C(Cl)(Cl)Cl. The product is [CH3:1][O:2][C:3]1[CH:4]=[C:5]2[C:10](=[CH:11][C:12]=1[O:13][CH3:14])[N:9]=[CH:8][CH:7]=[C:6]2[O:15][C:16]1[CH:22]=[CH:21][C:19]([NH:20][C:34]([NH:51][C@H:48]([C:42]2[CH:47]=[CH:46][CH:45]=[CH:44][CH:43]=2)[CH2:49][CH3:50])=[O:40])=[CH:18][CH:17]=1. The yield is 0.570.